From a dataset of Reaction yield outcomes from USPTO patents with 853,638 reactions. Predict the reaction yield, written as a fraction of the theoretical maximum amount of product (1.0 means a 100% yield; for example, 0.34 means a 34% yield). The reactants are [N:1]([C:4]1[CH:9]=[CH:8][C:7]([CH3:10])=[CH:6][CH:5]=1)=[N+:2]=[N-:3].[Br:11]N1C(=O)CCC1=O.N(C(C)(C)C#N)=NC(C)(C)C#N.O. The catalyst is C1C=CC=CC=1. The product is [N:1]([C:4]1[CH:9]=[CH:8][C:7]([CH2:10][Br:11])=[CH:6][CH:5]=1)=[N+:2]=[N-:3]. The yield is 0.800.